From a dataset of Full USPTO retrosynthesis dataset with 1.9M reactions from patents (1976-2016). Predict the reactants needed to synthesize the given product. (1) Given the product [N:47]1([CH2:43][CH2:44][C:45]#[C:46][C:3]2[CH:12]=[C:11]3[C:6]([CH:7]([C:13]4[CH:14]=[N:15][CH:16]=[CH:17][CH:18]=4)[CH2:8][NH:9][CH2:10]3)=[CH:5][CH:4]=2)[CH2:52][CH2:51][CH2:50][CH2:49][CH2:48]1, predict the reactants needed to synthesize it. The reactants are: Cl.Br[C:3]1[CH:12]=[C:11]2[C:6]([CH:7]([C:13]3[CH:14]=[N:15][CH:16]=[CH:17][CH:18]=3)[CH2:8][NH:9][CH2:10]2)=[CH:5][CH:4]=1.N(CC)CC.C1C=CC(P(C2C=CC=CC=2)C2C=CC=CC=2)=CC=1.[CH2:43]([N:47]1[CH2:52][CH2:51][CH2:50][CH2:49][CH2:48]1)[CH2:44][C:45]#[CH:46]. (2) Given the product [NH2:49][C:33]1[N:34]=[CH:35][C:36]([C:38]2[CH:39]=[N:40][N:41]([CH:43]3[CH2:44][CH2:45][N:46]([C:53](=[O:54])[CH2:52][N:51]([CH3:56])[CH3:50])[CH2:47][CH2:48]3)[CH:42]=2)=[CH:37][C:32]=1[C:24]1[O:23][C:31]2[C:26]([N:25]=1)=[N:27][CH:28]=[CH:29][CH:30]=2, predict the reactants needed to synthesize it. The reactants are: F[B-](F)(F)F.N1([O+]=C(N(C)C)N(C)C)C2C=CC=CC=2N=N1.[O:23]1[C:31]2[C:26](=[N:27][CH:28]=[CH:29][CH:30]=2)[N:25]=[C:24]1[C:32]1[C:33]([NH2:49])=[N:34][CH:35]=[C:36]([C:38]2[CH:39]=[N:40][N:41]([CH:43]3[CH2:48][CH2:47][NH:46][CH2:45][CH2:44]3)[CH:42]=2)[CH:37]=1.[CH3:50][N:51]([CH3:56])[CH2:52][C:53](O)=[O:54].CN1CCOCC1. (3) Given the product [OH:61][C:54]1[C:53]([CH2:52][NH:51][C:19]([C:3]2[C:4]3[C:5](=[N:6][CH:7]=[CH:8][CH:9]=3)[N:10]([CH:11]([C:13]3[CH:14]=[CH:15][CH:16]=[CH:17][CH:18]=3)[CH3:12])[C:2]=2[CH3:1])=[O:20])=[C:58]([CH3:59])[CH:57]=[C:56]([CH3:60])[N:55]=1, predict the reactants needed to synthesize it. The reactants are: [CH3:1][C:2]1[N:10]([CH:11]([C:13]2[CH:18]=[CH:17][CH:16]=[CH:15][CH:14]=2)[CH3:12])[C:5]2=[N:6][CH:7]=[CH:8][CH:9]=[C:4]2[C:3]=1[C:19](O)=[O:20].ON1C2C=CC=CC=2N=N1.Cl.CN(C)CCCN=C=NCC.C(N(CC)CC)C.[NH2:51][CH2:52][C:53]1[C:54]([OH:61])=[N:55][C:56]([CH3:60])=[CH:57][C:58]=1[CH3:59]. (4) The reactants are: CCN(C(C)C)C(C)C.[C:10]([OH:23])(=[O:22])[C@@:11]1([CH2:21][CH2:20][C@H:16]([C:17]([OH:19])=O)[C:13]1([CH3:15])[CH3:14])[CH3:12].CN([P+](ON1N=NC2C=CC=CC1=2)(N(C)C)N(C)C)C.F[P-](F)(F)(F)(F)F. Given the product [C:10]1(=[O:22])[O:23][C:17](=[O:19])[CH:16]2[CH2:20][CH2:21][C@@:11]1([C:13]2([CH3:14])[CH3:15])[CH3:12], predict the reactants needed to synthesize it. (5) Given the product [CH3:33][C:13]1[CH:12]=[C:11]([CH3:34])[NH:10][C:9](=[O:8])[C:14]=1[CH2:15][N:16]1[C:22](=[O:23])[C:21]2[C:24]([CH3:32])=[C:25]([C:28]([N:30]([CH3:31])[CH3:35])=[O:29])[CH:26]=[CH:27][C:20]=2[O:19][CH2:18][CH2:17]1, predict the reactants needed to synthesize it. The reactants are: C([O:8][C:9]1[C:14]([CH2:15][N:16]2[C:22](=[O:23])[C:21]3[C:24]([CH3:32])=[C:25]([C:28]([NH:30][CH3:31])=[O:29])[CH:26]=[CH:27][C:20]=3[O:19][CH2:18][CH2:17]2)=[C:13]([CH3:33])[CH:12]=[C:11]([CH3:34])[N:10]=1)C1C=CC=CC=1.[CH3:35]O. (6) Given the product [C:12]([O:11][C:9]([N:23]([CH2:16][C:17]1[CH:22]=[CH:21][CH:20]=[CH:19][CH:18]=1)[NH2:24])=[O:10])([CH3:13])([CH3:14])[CH3:15], predict the reactants needed to synthesize it. The reactants are: [C:9](O[C:9]([O:11][C:12]([CH3:15])([CH3:14])[CH3:13])=[O:10])([O:11][C:12]([CH3:15])([CH3:14])[CH3:13])=[O:10].[CH2:16]([NH:23][NH2:24])[C:17]1[CH:22]=[CH:21][CH:20]=[CH:19][CH:18]=1.Cl.C(NN)C1C=CC=CC=1.C(=O)([O-])[O-].[Na+].[Na+]. (7) The reactants are: CON(C)[C:4](=[O:18])[CH:5]([NH:10][C:11](=[O:17])[O:12][C:13]([CH3:16])([CH3:15])[CH3:14])[C:6]([CH3:9])([CH3:8])[CH3:7].[Cl:20][C:21]1[CH:26]=[CH:25][C:24]([Mg]Br)=[CH:23][CH:22]=1. Given the product [Cl:20][C:21]1[CH:26]=[CH:25][C:24]([C:4](=[O:18])[CH:5]([NH:10][C:11](=[O:17])[O:12][C:13]([CH3:14])([CH3:15])[CH3:16])[C:6]([CH3:7])([CH3:8])[CH3:9])=[CH:23][CH:22]=1, predict the reactants needed to synthesize it. (8) Given the product [CH:1]1[C:6]([C:7]#[N:8])=[CH:5][C:4]2[C:9]([CH2:12][CH2:13][CH2:14][CH2:15][N:16]3[CH2:17][CH2:18][N:19]([C:22]4[CH:23]=[CH:24][C:25]5[O:30][C:29]([C:31]([NH2:33])=[O:32])=[CH:28][C:26]=5[CH:27]=4)[CH2:20][CH2:21]3)=[CH:10][NH:11][C:3]=2[CH:2]=1.[ClH:42], predict the reactants needed to synthesize it. The reactants are: [CH:1]1[C:6]([C:7]#[N:8])=[CH:5][C:4]2[C:9]([CH2:12][CH2:13][CH2:14][CH2:15][N:16]3[CH2:21][CH2:20][N:19]([C:22]4[CH:23]=[CH:24][C:25]5[O:30][C:29]([C:31]([NH2:33])=[O:32])=[CH:28][C:26]=5[CH:27]=4)[CH2:18][CH2:17]3)=[CH:10][NH:11][C:3]=2[CH:2]=1.C(OCC)(=O)C.CO.[ClH:42]. (9) Given the product [CH:12]12[CH2:18][CH:15]([CH2:16][CH2:17]1)[CH2:14][N:13]2[CH:19]([C:22]1[CH:27]=[N:26][C:25]([CH3:28])=[N:24][CH:23]=1)[CH2:20][NH:21][C:4](=[O:6])[C:3]1[CH:7]=[CH:8][CH:9]=[C:10]([Cl:11])[C:2]=1[Cl:1], predict the reactants needed to synthesize it. The reactants are: [Cl:1][C:2]1[C:10]([Cl:11])=[CH:9][CH:8]=[CH:7][C:3]=1[C:4]([OH:6])=O.[CH:12]12[CH2:18][CH:15]([CH2:16][CH2:17]1)[CH2:14][N:13]2[CH:19]([C:22]1[CH:23]=[N:24][C:25]([CH3:28])=[N:26][CH:27]=1)[CH2:20][NH2:21]. (10) Given the product [Br:1][C:2]1[CH:7]=[CH:6][C:5]([O:8][C:12]2[CH:17]=[CH:16][N:15]=[C:14]([CH3:18])[CH:13]=2)=[CH:4][CH:3]=1, predict the reactants needed to synthesize it. The reactants are: [Br:1][C:2]1[CH:7]=[CH:6][C:5]([OH:8])=[CH:4][CH:3]=1.[H-].[Na+].Cl[C:12]1[CH:17]=[CH:16][N:15]=[C:14]([CH3:18])[CH:13]=1.